The task is: Predict the reactants needed to synthesize the given product.. This data is from Full USPTO retrosynthesis dataset with 1.9M reactions from patents (1976-2016). (1) Given the product [Cl:1][C:2]1[C:3]([CH:9]([CH3:11])[CH3:10])=[CH:4][C:5]([NH2:8])=[C:6]([N+:12]([O-:14])=[O:13])[CH:7]=1, predict the reactants needed to synthesize it. The reactants are: [Cl:1][C:2]1[CH:7]=[CH:6][C:5]([NH2:8])=[CH:4][C:3]=1[CH:9]([CH3:11])[CH3:10].[N+:12]([O-])([O-:14])=[O:13].[K+].C([O-])([O-])=O.[K+].[K+]. (2) Given the product [CH2:1]([C:5]1[CH:20]=[CH:19][C:8]([CH:9]=[CH:10][C:11]2[CH:18]=[CH:17][C:14]([CH2:15][Br:22])=[CH:13][CH:12]=2)=[CH:7][CH:6]=1)[CH:2]([CH3:4])[CH3:3], predict the reactants needed to synthesize it. The reactants are: [CH2:1]([C:5]1[CH:20]=[CH:19][C:8]([CH:9]=[CH:10][C:11]2[CH:18]=[CH:17][C:14]([CH2:15]O)=[CH:13][CH:12]=2)=[CH:7][CH:6]=1)[CH:2]([CH3:4])[CH3:3].P(Br)(Br)[Br:22].